This data is from TCR-epitope binding with 47,182 pairs between 192 epitopes and 23,139 TCRs. The task is: Binary Classification. Given a T-cell receptor sequence (or CDR3 region) and an epitope sequence, predict whether binding occurs between them. (1) Result: 0 (the TCR does not bind to the epitope). The TCR CDR3 sequence is CASSQGQGIYSNQPQHF. The epitope is TEILPVSMTK. (2) The epitope is FLNGSCGSV. The TCR CDR3 sequence is CASETGRRFYEQYF. Result: 0 (the TCR does not bind to the epitope). (3) The epitope is EIYKRWII. The TCR CDR3 sequence is CASSQGDGELFF. Result: 0 (the TCR does not bind to the epitope). (4) The epitope is SSTFNVPMEKLK. The TCR CDR3 sequence is CASSKEPLTDYEQYF. Result: 1 (the TCR binds to the epitope). (5) The epitope is SGPLKAEIAQRLED. The TCR CDR3 sequence is CASSHPLGLASYNEQFF. Result: 0 (the TCR does not bind to the epitope). (6) The epitope is KPLEFGATSAAL. The TCR CDR3 sequence is CASRDGVASTDTQYF. Result: 1 (the TCR binds to the epitope).